Dataset: Catalyst prediction with 721,799 reactions and 888 catalyst types from USPTO. Task: Predict which catalyst facilitates the given reaction. (1) Reactant: [F:1][C:2]1[CH:3]=[C:4]([CH:7]=[C:8]([F:10])[CH:9]=1)[CH:5]=[O:6].[CH:11]1([Mg]Br)[CH2:13][CH2:12]1. Product: [CH:11]1([CH:5]([C:4]2[CH:3]=[C:2]([F:1])[CH:9]=[C:8]([F:10])[CH:7]=2)[OH:6])[CH2:13][CH2:12]1. The catalyst class is: 7. (2) Reactant: [O:1]1[C:5]2[CH:6]=[CH:7][C:8]([C:10]3[CH:15]=[CH:14][C:13]([C:16]4[N:21]=[C:20]([O:22][CH2:23][CH2:24][CH2:25][CH2:26][C:27]([CH3:50])([CH3:49])[CH2:28][NH:29][C:30](=[O:48])[CH:31]([NH:40]C(OC(C)(C)C)=O)[CH2:32][C:33]5[CH:38]=[CH:37][C:36]([OH:39])=[CH:35][CH:34]=5)[CH:19]=[CH:18][CH:17]=4)=[CH:12][CH:11]=3)=[CH:9][C:4]=2[O:3][CH2:2]1.FC(F)(F)C(O)=O. The catalyst class is: 2. Product: [NH2:40][CH:31]([CH2:32][C:33]1[CH:38]=[CH:37][C:36]([OH:39])=[CH:35][CH:34]=1)[C:30]([NH:29][CH2:28][C:27]([CH3:50])([CH3:49])[CH2:26][CH2:25][CH2:24][CH2:23][O:22][C:20]1[CH:19]=[CH:18][CH:17]=[C:16]([C:13]2[CH:14]=[CH:15][C:10]([C:8]3[CH:7]=[CH:6][C:5]4[O:1][CH2:2][O:3][C:4]=4[CH:9]=3)=[CH:11][CH:12]=2)[N:21]=1)=[O:48]. (3) Reactant: [Cl:1][C:2]1[C:7]([C:8](O)=[O:9])=[CH:6][N:5]=[C:4]2[N:11]([CH2:14][O:15][CH2:16][CH2:17][Si:18]([CH3:21])([CH3:20])[CH3:19])[CH:12]=[CH:13][C:3]=12.C1(C)C=CC=CC=1.[NH3:29].CO.[Cl-].[Na+]. Product: [Cl:1][C:2]1[C:7]([C:8]([NH2:29])=[O:9])=[CH:6][N:5]=[C:4]2[N:11]([CH2:14][O:15][CH2:16][CH2:17][Si:18]([CH3:21])([CH3:20])[CH3:19])[CH:12]=[CH:13][C:3]=12. The catalyst class is: 309. (4) Reactant: C([O:3][C:4](=[O:38])[C@@H:5]([NH:15][C:16]([C:18]1[CH:37]=[CH:36][C:21]2[N:22]([CH:30]3[CH2:35][CH2:34][CH2:33][CH2:32][CH2:31]3)[C:23]([C:25]3[CH:29]=[CH:28][O:27][CH:26]=3)=[N:24][C:20]=2[CH:19]=1)=[O:17])[CH2:6][C:7]1[CH:12]=[CH:11][C:10]([C:13]#[N:14])=[CH:9][CH:8]=1)C.C(=O)([O-])[O-:40].[K+].[K+]. Product: [C:13]([C:10]1[CH:11]=[CH:12][C:7]([CH2:6][C@H:5]([NH:15][C:16]([C:18]2[CH:37]=[CH:36][C:21]3[N:22]([CH:30]4[CH2:35][CH2:34][CH2:33][CH2:32][CH2:31]4)[C:23]([C:25]4[CH:29]=[CH:28][O:27][CH:26]=4)=[N:24][C:20]=3[CH:19]=2)=[O:17])[C:4]([OH:3])=[O:38])=[CH:8][CH:9]=1)(=[O:40])[NH2:14]. The catalyst class is: 95. (5) Reactant: [Br:1][C:2]1[CH:3]=[C:4]2[C:8](=[C:9]([C:11]([OH:13])=O)[CH:10]=1)[N:7]([CH3:14])[CH:6]=[C:5]2[CH:15]([CH3:17])[CH3:16].[NH2:18][CH2:19][C:20]1[C:21](=[O:28])[NH:22][C:23]([CH3:27])=[CH:24][C:25]=1[CH3:26].C1C=NC2N(O)N=NC=2C=1.CN1CCOCC1.C(Cl)CCl. Product: [Br:1][C:2]1[CH:3]=[C:4]2[C:8](=[C:9]([C:11]([NH:18][CH2:19][C:20]3[C:21](=[O:28])[NH:22][C:23]([CH3:27])=[CH:24][C:25]=3[CH3:26])=[O:13])[CH:10]=1)[N:7]([CH3:14])[CH:6]=[C:5]2[CH:15]([CH3:17])[CH3:16]. The catalyst class is: 3. (6) Reactant: CN(C=O)C.[NH2:6][C:7]1[C:12]2=[C:13]([C:23]3[CH:28]=[CH:27][C:26]([N+:29]([O-:31])=[O:30])=[CH:25][CH:24]=3)[C:14]([C:16]([NH:18][CH2:19][CH2:20][O:21][CH3:22])=[O:17])=[CH:15][N:11]2[N:10]=[CH:9][N:8]=1.[H-].[Na+].[C:34](=O)([O:45][CH2:46][CH2:47][Si:48]([CH3:51])([CH3:50])[CH3:49])[O:35]C1C=CC([N+]([O-])=O)=CC=1. Product: [CH3:22][O:21][CH2:20][CH2:19][NH:18][C:16]([C:14]1[C:13]([C:23]2[CH:28]=[CH:27][C:26]([N+:29]([O-:31])=[O:30])=[CH:25][CH:24]=2)=[C:12]2[N:11]([CH:15]=1)[N:10]=[CH:9][N:8]=[C:7]2[NH:6][C:34](=[O:35])[O:45][CH2:46][CH2:47][Si:48]([CH3:51])([CH3:50])[CH3:49])=[O:17]. The catalyst class is: 5. (7) Reactant: [C:1]([N:8]1[C:12](=[O:13])[CH2:11][CH2:10][C@H:9]1[C:14]([OH:16])=[O:15])([O:3][C:4]([CH3:7])([CH3:6])[CH3:5])=[O:2].[Br-].[Mg+2].[Br-].Cl. Product: [C:4]([O:3][C:1]([NH:8][C@@H:9]([CH2:10][CH2:11][C:12](=[O:13])[CH:5]=[C:4]([CH3:7])[CH3:6])[C:14]([OH:16])=[O:15])=[O:2])([CH3:7])([CH3:6])[CH3:5]. The catalyst class is: 1. (8) Reactant: [O:1]=[C:2]1[CH2:11][CH2:10][C:9]2[C:4](=[CH:5][CH:6]=[C:7]([O:12][CH2:13][CH2:14][C@@H:15]3[CH2:20][N:19]([C:21]([O:23][CH2:24][C:25]4[CH:30]=[CH:29][CH:28]=[CH:27][CH:26]=4)=[O:22])[CH2:18][CH2:17][N:16]3[C:31]([O:33][C:34]([CH3:37])([CH3:36])[CH3:35])=[O:32])[CH:8]=2)[NH:3]1.[H-].[Na+].Br[CH2:41][CH2:42][CH2:43][O:44][CH3:45].C(=O)([O-])O.[Na+]. Product: [CH3:45][O:44][CH2:43][CH2:42][CH2:41][N:3]1[C:4]2[C:9](=[CH:8][C:7]([O:12][CH2:13][CH2:14][C@@H:15]3[CH2:20][N:19]([C:21]([O:23][CH2:24][C:25]4[CH:26]=[CH:27][CH:28]=[CH:29][CH:30]=4)=[O:22])[CH2:18][CH2:17][N:16]3[C:31]([O:33][C:34]([CH3:37])([CH3:36])[CH3:35])=[O:32])=[CH:6][CH:5]=2)[CH2:10][CH2:11][C:2]1=[O:1]. The catalyst class is: 3. (9) Reactant: [Cr](Cl)([O-])(=O)=O.[NH+]1C=CC=CC=1.[Cl-].[C:13]([N:21]1[CH2:26][CH2:25][CH:24]([CH2:27][OH:28])[CH2:23][CH2:22]1)(=[O:20])[C:14]1[CH:19]=[CH:18][CH:17]=[CH:16][CH:15]=1. Product: [C:13]([N:21]1[CH2:26][CH2:25][CH:24]([CH:27]=[O:28])[CH2:23][CH2:22]1)(=[O:20])[C:14]1[CH:15]=[CH:16][CH:17]=[CH:18][CH:19]=1. The catalyst class is: 158. (10) Reactant: O=C1C2C(=CC=CC=2)C(=O)[N:3]1[C@H:12]1[CH2:17][CH2:16][C@H:15]([O:18][CH2:19][C:20]([N:22]([CH3:24])[CH3:23])=[O:21])[CH2:14][CH2:13]1.O.NN.[OH-].[Na+]. Product: [NH2:3][C@H:12]1[CH2:17][CH2:16][C@H:15]([O:18][CH2:19][C:20]([N:22]([CH3:24])[CH3:23])=[O:21])[CH2:14][CH2:13]1. The catalyst class is: 214.